Dataset: Forward reaction prediction with 1.9M reactions from USPTO patents (1976-2016). Task: Predict the product of the given reaction. (1) Given the reactants [C:1](O)(=O)C.O.C1(C)C=CC=CC=1.[CH3:13][C:14]1[CH:23]=[CH:22][C:17]([C:18]([O:20][CH3:21])=[O:19])=[CH:16][C:15]=1[N+:24]([O-])=O, predict the reaction product. The product is: [NH:24]1[C:15]2[C:14](=[CH:23][CH:22]=[C:17]([C:18]([O:20][CH3:21])=[O:19])[CH:16]=2)[CH:13]=[CH:1]1. (2) Given the reactants [Li]CCCC.CCCCCC.Br[C:13]1[CH:14]=[C:15]([CH:19]2[O:23][CH2:22][CH2:21][O:20]2)[S:16][C:17]=1[CH3:18].[Cl:24][C:25]1[CH:26]=[C:27]([C:31](=[O:33])[CH3:32])[CH:28]=[CH:29][CH:30]=1, predict the reaction product. The product is: [Cl:24][C:25]1[CH:26]=[C:27]([C:31]([C:13]2[CH:14]=[C:15]([CH:19]3[O:23][CH2:22][CH2:21][O:20]3)[S:16][C:17]=2[CH3:18])([OH:33])[CH3:32])[CH:28]=[CH:29][CH:30]=1.